Dataset: Full USPTO retrosynthesis dataset with 1.9M reactions from patents (1976-2016). Task: Predict the reactants needed to synthesize the given product. (1) Given the product [F:18][C:12]1[CH:13]=[CH:14][CH:15]=[C:16]([F:17])[C:11]=1[C:10]1[C:5]2[C:6](=[N:7][C:2]([NH:36][CH:33]3[CH2:34][CH2:35][N:30]([S:27]([CH3:26])(=[O:29])=[O:28])[CH2:31][CH2:32]3)=[N:3][CH:4]=2)[NH:8][N:9]=1, predict the reactants needed to synthesize it. The reactants are: Cl[C:2]1[N:7]=[C:6]2[NH:8][N:9]=[C:10]([C:11]3[C:16]([F:17])=[CH:15][CH:14]=[CH:13][C:12]=3[F:18])[C:5]2=[CH:4][N:3]=1.FC(F)(F)C(O)=O.[CH3:26][S:27]([N:30]1[CH2:35][CH2:34][CH:33]([NH2:36])[CH2:32][CH2:31]1)(=[O:29])=[O:28]. (2) Given the product [F:38][C:37]([F:40])([F:39])[C:35]([OH:41])=[O:36].[CH3:1][CH:2]1[CH2:3][NH:4][CH2:5][CH2:6][N:7]1[C:8]1[C:17]2[C:12](=[CH:13][C:14]([S:18]([NH:19][C:20]3[CH:25]=[CH:24][N:23]=[CH:22][N:21]=3)(=[O:27])=[O:26])=[CH:15][CH:16]=2)[CH:11]=[CH:10][N:9]=1, predict the reactants needed to synthesize it. The reactants are: [CH3:1][CH:2]1[N:7]([C:8]2[C:17]3[C:12](=[CH:13][C:14]([S:18](=[O:27])(=[O:26])[NH:19][C:20]4[CH:25]=[CH:24][N:23]=[CH:22][N:21]=4)=[CH:15][CH:16]=3)[CH:11]=[CH:10][N:9]=2)[CH2:6][CH2:5][N:4](C(OC(C)(C)C)=O)[CH2:3]1.[C:35]([OH:41])([C:37]([F:40])([F:39])[F:38])=[O:36]. (3) Given the product [Br:26][C:27]1[N:32]=[C:31]([C:33]([NH:1][C:2]2[CH:3]=[N:4][CH:5]=[CH:6][C:7]=2[C:8]2[N:13]=[C:12]([C:14]([F:15])([F:16])[F:17])[N:11]=[C:10]([NH:18][C:19](=[O:25])[O:20][C:21]([CH3:22])([CH3:24])[CH3:23])[CH:9]=2)=[O:34])[CH:30]=[CH:29][CH:28]=1, predict the reactants needed to synthesize it. The reactants are: [NH2:1][C:2]1[CH:3]=[N:4][CH:5]=[CH:6][C:7]=1[C:8]1[N:13]=[C:12]([C:14]([F:17])([F:16])[F:15])[N:11]=[C:10]([NH:18][C:19](=[O:25])[O:20][C:21]([CH3:24])([CH3:23])[CH3:22])[CH:9]=1.[Br:26][C:27]1[N:32]=[C:31]([C:33](O)=[O:34])[CH:30]=[CH:29][CH:28]=1.C(Cl)CCl.C1C=NC2N(O)N=NC=2C=1.